From a dataset of CYP1A2 inhibition data for predicting drug metabolism from PubChem BioAssay. Regression/Classification. Given a drug SMILES string, predict its absorption, distribution, metabolism, or excretion properties. Task type varies by dataset: regression for continuous measurements (e.g., permeability, clearance, half-life) or binary classification for categorical outcomes (e.g., BBB penetration, CYP inhibition). Dataset: cyp1a2_veith. (1) The drug is CC(C)(C)c1ccc(OCC(=O)NNC(=O)CCc2ccccc2)cc1. The result is 0 (non-inhibitor). (2) The molecule is CN(C)Cc1ccccc1-c1cncnc1NCc1cccs1. The result is 1 (inhibitor). (3) The compound is C[C@]12CC[C@@H]3[C@@H](CC=C4C[C@@H](O)CC[C@@]43C)[C@H]1CCC2=O. The result is 0 (non-inhibitor). (4) The compound is O=C1c2cc([N+](=O)[O-])ccc2-c2ccc3c4ccc5c6c(ccc(c7ccc1c2c73)c64)C(=O)c1cc([N+](=O)[O-])ccc1-5. The result is 1 (inhibitor). (5) The compound is O=C(CCCN1CCC(n2c(=O)[nH]c3ccccc32)CC1)c1ccc(F)cc1. The result is 0 (non-inhibitor). (6) The drug is CC(C)NC(=O)CSc1nnc(C2CC2)n1-c1ccccc1. The result is 0 (non-inhibitor). (7) The drug is N#CC1=C(N)OC2=C(CC/C2=C\c2ccccc2)C1c1ccccc1. The result is 1 (inhibitor). (8) The drug is NCCC[C@@](N)(C(=O)O)C(F)F. The result is 0 (non-inhibitor). (9) The compound is CCOC(=O)N1CCN(CC(=O)c2ccc3c(c2)CCN3)CC1. The result is 0 (non-inhibitor).